Dataset: Peptide-MHC class I binding affinity with 185,985 pairs from IEDB/IMGT. Task: Regression. Given a peptide amino acid sequence and an MHC pseudo amino acid sequence, predict their binding affinity value. This is MHC class I binding data. (1) The peptide sequence is DTVLFNAGL. The MHC is HLA-A01:01 with pseudo-sequence HLA-A01:01. The binding affinity (normalized) is 0.0847. (2) The MHC is HLA-A31:01 with pseudo-sequence HLA-A31:01. The peptide sequence is YSFKLILAEY. The binding affinity (normalized) is 0.400. (3) The peptide sequence is KYAEAFQMV. The MHC is HLA-B51:01 with pseudo-sequence HLA-B51:01. The binding affinity (normalized) is 0.0847. (4) The peptide sequence is LVRGNSPVF. The MHC is HLA-B15:09 with pseudo-sequence HLA-B15:09. The binding affinity (normalized) is 0.0847. (5) The peptide sequence is RLEEEINNQ. The MHC is HLA-A02:01 with pseudo-sequence HLA-A02:01. The binding affinity (normalized) is 0. (6) The MHC is HLA-A68:01 with pseudo-sequence HLA-A68:01. The binding affinity (normalized) is 0.0339. The peptide sequence is RGDKQRGGK. (7) The peptide sequence is HTSALSLGY. The MHC is HLA-A69:01 with pseudo-sequence HLA-A69:01. The binding affinity (normalized) is 0.0847. (8) The MHC is HLA-B44:03 with pseudo-sequence HLA-B44:03. The binding affinity (normalized) is 0.444. The peptide sequence is KDYVVVHGYF. (9) The peptide sequence is FAANPNSQV. The MHC is HLA-A03:01 with pseudo-sequence HLA-A03:01. The binding affinity (normalized) is 0.0847.